From a dataset of Full USPTO retrosynthesis dataset with 1.9M reactions from patents (1976-2016). Predict the reactants needed to synthesize the given product. (1) The reactants are: [C:1]1([C:7]2[N:14]3[C:10](=[N:11][N:12]=[C:13]3[SH:15])[S:9][CH:8]=2)[CH:6]=[CH:5][CH:4]=[CH:3][CH:2]=1.[C:16]([O-])([O-])=O.[Cs+].[Cs+].CI. Given the product [CH3:16][S:15][C:13]1[N:14]2[C:7]([C:1]3[CH:2]=[CH:3][CH:4]=[CH:5][CH:6]=3)=[CH:8][S:9][C:10]2=[N:11][N:12]=1, predict the reactants needed to synthesize it. (2) The reactants are: [NH2:1][CH2:2][C@@H:3]1[C@H:8]([CH3:9])[CH2:7][CH2:6][CH2:5][N:4]1[C:10]([C:12]1[C:17]([C:18]2[CH:23]=[CH:22][C:21](F)=C[CH:19]=2)=[CH:16][CH:15]=[C:14]([CH3:25])[N:13]=1)=[O:11].[N:26]1C=CC=C(B(O)O)C=1. Given the product [NH2:1][CH2:2][C@@H:3]1[C@H:8]([CH3:9])[CH2:7][CH2:6][CH2:5][N:4]1[C:10]([C:12]1[C:17]([C:18]2[CH:19]=[N:26][CH:21]=[CH:22][CH:23]=2)=[CH:16][CH:15]=[C:14]([CH3:25])[N:13]=1)=[O:11], predict the reactants needed to synthesize it. (3) Given the product [CH3:1][O:2][C:3](=[O:37])[C:4]1[CH:9]=[CH:8][C:7]([C:10]2[CH:11]=[C:12]3[C:16](=[CH:17][CH:18]=2)[NH:15][C:14]([C:28]2[C:33]([F:34])=[CH:32][CH:31]=[CH:30][C:29]=2[F:35])=[CH:13]3)=[C:6]([CH3:36])[CH:5]=1, predict the reactants needed to synthesize it. The reactants are: [CH3:1][O:2][C:3](=[O:37])[C:4]1[CH:9]=[CH:8][C:7]([C:10]2[CH:11]=[C:12]3[C:16](=[CH:17][CH:18]=2)[N:15](S(C2C=CC=CC=2)(=O)=O)[C:14]([C:28]2[C:33]([F:34])=[CH:32][CH:31]=[CH:30][C:29]=2[F:35])=[CH:13]3)=[C:6]([CH3:36])[CH:5]=1.C([O-])([O-])=O.[Cs+].[Cs+]. (4) Given the product [NH2:41][C:31]1[C:32]2[C:37](=[CH:36][CH:35]=[C:34]([NH:38][C:12]([C:10]3[N:11]=[C:7]([C:1]4[CH:2]=[CH:3][CH:4]=[CH:5][CH:6]=4)[O:8][C:9]=3[C:15]([F:18])([F:17])[F:16])=[O:14])[CH:33]=2)[N:29]([C:25]2[CH:26]=[CH:27][CH:28]=[C:23]([C:19]([CH3:22])([CH3:21])[CH3:20])[CH:24]=2)[N:30]=1, predict the reactants needed to synthesize it. The reactants are: [C:1]1([C:7]2[O:8][C:9]([C:15]([F:18])([F:17])[F:16])=[C:10]([C:12]([OH:14])=O)[N:11]=2)[CH:6]=[CH:5][CH:4]=[CH:3][CH:2]=1.[C:19]([C:23]1[CH:24]=[C:25]([N:29]2[C:37]3[C:32](=[CH:33][C:34]([N+:38]([O-])=O)=[CH:35][CH:36]=3)[C:31]([NH2:41])=[N:30]2)[CH:26]=[CH:27][CH:28]=1)([CH3:22])([CH3:21])[CH3:20].NC1C2C(=CC=C(NC(C3N=C(C4C=CC=CC=4)OC=3C(F)(F)F)=O)C=2)N(CCC)N=1.